This data is from Full USPTO retrosynthesis dataset with 1.9M reactions from patents (1976-2016). The task is: Predict the reactants needed to synthesize the given product. (1) Given the product [CH2:19]([O:15][CH2:14][CH2:13][C:11]1[N:12]=[C:8]([C:5]2[CH:4]=[CH:3][C:2]([Br:1])=[CH:7][CH:6]=2)[O:9][C:10]=1[CH3:16])[C:20]1[CH:25]=[CH:24][CH:23]=[CH:22][CH:21]=1, predict the reactants needed to synthesize it. The reactants are: [Br:1][C:2]1[CH:7]=[CH:6][C:5]([C:8]2[O:9][C:10]([CH3:16])=[C:11]([CH2:13][CH2:14][OH:15])[N:12]=2)=[CH:4][CH:3]=1.[H-].[Na+].[CH2:19](Br)[C:20]1[CH:25]=[CH:24][CH:23]=[CH:22][CH:21]=1. (2) Given the product [CH3:1][O:2][CH2:3][O:4][CH2:5][C:6]1[CH:7]=[CH:8][C:9]([C:12]2[CH:13]=[CH:14][C:15]([CH:18]([OH:19])[CH2:20][CH3:21])=[N:16][CH:17]=2)=[CH:10][CH:11]=1, predict the reactants needed to synthesize it. The reactants are: [CH3:1][O:2][CH2:3][O:4][CH2:5][C:6]1[CH:11]=[CH:10][C:9]([C:12]2[CH:13]=[CH:14][C:15]([CH:18]=[O:19])=[N:16][CH:17]=2)=[CH:8][CH:7]=1.[CH2:20]([Mg]Br)[CH3:21].C(OCC)C.CCOC(C)=O.CCCCCC. (3) Given the product [Br:1][C:2]1[CH:11]=[CH:10][CH:9]=[C:8]2[C:3]=1[CH:4]=[CH:5][CH:6]=[C:7]2[C:12]([C:23]1[CH:24]=[CH:25][C:20]([F:19])=[CH:21][CH:22]=1)=[O:14], predict the reactants needed to synthesize it. The reactants are: [Br:1][C:2]1[CH:11]=[CH:10][CH:9]=[C:8]2[C:3]=1[CH:4]=[CH:5][CH:6]=[C:7]2[C:12]([O:14]CC(C)C)=O.[F:19][C:20]1[CH:25]=[CH:24][C:23]([Mg]Br)=[CH:22][CH:21]=1.CCOCC.Cl. (4) Given the product [Br:16][C:17]1[CH:22]=[C:21]([CH3:23])[C:20]([NH:24][C:4](=[O:5])[CH2:3][C:2]([CH3:8])([CH3:7])[CH3:1])=[C:19]([Cl:25])[CH:18]=1, predict the reactants needed to synthesize it. The reactants are: [CH3:1][C:2]([CH3:8])([CH3:7])[CH2:3][C:4](Cl)=[O:5].C(N(CC)CC)C.[Br:16][C:17]1[CH:22]=[C:21]([CH3:23])[C:20]([NH2:24])=[C:19]([Cl:25])[CH:18]=1.O. (5) Given the product [Br:1][C:2]1[C:6]2=[N:7][CH:8]=[CH:9][CH:10]=[C:5]2[N:4]([C:23]([O:22][C:19]([CH3:21])([CH3:20])[CH3:18])=[O:24])[N:3]=1, predict the reactants needed to synthesize it. The reactants are: [Br:1][C:2]1[C:6]2=[N:7][CH:8]=[CH:9][CH:10]=[C:5]2[NH:4][N:3]=1.CCN(CC)CC.[CH3:18][C:19]([O:22][C:23](O[C:23]([O:22][C:19]([CH3:21])([CH3:20])[CH3:18])=[O:24])=[O:24])([CH3:21])[CH3:20].CCOC(C)=O.O.